This data is from Reaction yield outcomes from USPTO patents with 853,638 reactions. The task is: Predict the reaction yield, written as a fraction of the theoretical maximum amount of product (1.0 means a 100% yield; for example, 0.34 means a 34% yield). The reactants are Cl[C:2]1[CH:7]=[CH:6][C:5]([N+:8]([O-:10])=[O:9])=[CH:4][N:3]=1.[NH:11]1[CH2:16][CH2:15][O:14][CH2:13][CH2:12]1.C(N(CC)CC)C.O. The catalyst is ClCCl. The product is [N+:8]([C:5]1[CH:6]=[CH:7][C:2]([N:11]2[CH2:16][CH2:15][O:14][CH2:13][CH2:12]2)=[N:3][CH:4]=1)([O-:10])=[O:9]. The yield is 1.00.